From a dataset of Reaction yield outcomes from USPTO patents with 853,638 reactions. Predict the reaction yield, written as a fraction of the theoretical maximum amount of product (1.0 means a 100% yield; for example, 0.34 means a 34% yield). (1) The reactants are [F:1][C:2]1[CH:7]=[CH:6][C:5]([C@H:8]([CH3:21])[CH2:9][N:10]2C(=O)C3C(=CC=CC=3)C2=O)=[CH:4][CH:3]=1.O.NN. The catalyst is C1(C)C=CC=CC=1. The product is [F:1][C:2]1[CH:3]=[CH:4][C:5]([C@H:8]([CH3:21])[CH2:9][NH2:10])=[CH:6][CH:7]=1. The yield is 0.990. (2) The reactants are [CH3:1][C:2]1([CH3:49])[CH2:13][C:12]2[CH:11]=[C:10]3[N:5]([CH2:6][CH2:7][N:8]([C:15]4[C:20]([CH:21]=[O:22])=[C:19]([C:23]5[CH:28]=[C:27]([NH:29][C:30]6[CH:35]=[CH:34][C:33]([N:36]7[CH2:41][CH2:40][N:39]([CH:42]8[CH2:45][O:44][CH2:43]8)[CH2:38][C@H:37]7[CH3:46])=[CH:32][N:31]=6)[C:26](=[O:47])[N:25]([CH3:48])[CH:24]=5)[CH:18]=[CH:17][N:16]=4)[C:9]3=[O:14])[C:4]=2[CH2:3]1.[BH4-].[Na+]. The catalyst is CO. The product is [OH:22][CH2:21][C:20]1[C:15]([N:8]2[CH2:7][CH2:6][N:5]3[C:4]4[CH2:3][C:2]([CH3:49])([CH3:1])[CH2:13][C:12]=4[CH:11]=[C:10]3[C:9]2=[O:14])=[N:16][CH:17]=[CH:18][C:19]=1[C:23]1[CH:28]=[C:27]([NH:29][C:30]2[CH:35]=[CH:34][C:33]([N:36]3[CH2:41][CH2:40][N:39]([CH:42]4[CH2:45][O:44][CH2:43]4)[CH2:38][C@H:37]3[CH3:46])=[CH:32][N:31]=2)[C:26](=[O:47])[N:25]([CH3:48])[CH:24]=1. The yield is 0.280. (3) The reactants are [O:1]1[CH2:6][CH2:5][CH:4]([C:7]([OH:9])=O)[CH2:3][CH2:2]1.[C:10]([O:14][C:15](=[O:25])[NH:16][C@@H:17]([NH2:24])[C:18]1[CH:23]=[CH:22][CH:21]=[CH:20][CH:19]=1)([CH3:13])([CH3:12])[CH3:11]. No catalyst specified. The product is [C:10]([O:14][C:15](=[O:25])[NH:16][C@H:17]([C:18]1[CH:19]=[CH:20][CH:21]=[CH:22][CH:23]=1)[NH:24][C:7]([CH:4]1[CH2:3][CH2:2][O:1][CH2:6][CH2:5]1)=[O:9])([CH3:13])([CH3:11])[CH3:12]. The yield is 0.800. (4) The reactants are Cl[C:2]1[CH:7]=[C:6]([CH3:8])[N:5]=[CH:4][N:3]=1.[C:9]1(B(O)O)[CH:14]=[CH:13][CH:12]=[CH:11][CH:10]=1.C(=O)([O-])[O-].[Na+].[Na+]. The catalyst is C1C=CC(P(C2C=CC=CC=2)C2C=CC=CC=2)=CC=1.C1C=CC(P(C2C=CC=CC=2)C2C=CC=CC=2)=CC=1.Cl[Pd]Cl.ClCCl.O.C(#N)C. The product is [CH3:8][C:6]1[CH:7]=[C:2]([C:9]2[CH:14]=[CH:13][CH:12]=[CH:11][CH:10]=2)[N:3]=[CH:4][N:5]=1. The yield is 0.460. (5) The reactants are [NH:1]1[C:9]2[C:4](=[CH:5][CH:6]=[CH:7][CH:8]=2)[C:3]([CH2:10][CH2:11][NH:12][C:13]([CH:15]([CH2:20][CH2:21][C:22]2[CH:27]=[CH:26][CH:25]=[CH:24][CH:23]=2)[CH2:16][C:17](O)=[O:18])=[O:14])=[CH:2]1.[Li].Cl.[CH2:30]([O:37][NH2:38])[C:31]1[CH:36]=[CH:35][CH:34]=[CH:33][CH:32]=1.C1C=CC2N(O)N=NC=2C=1.C(Cl)CCl.CN1CCOCC1. No catalyst specified. The product is [NH:1]1[C:9]2[C:4](=[CH:5][CH:6]=[CH:7][CH:8]=2)[C:3]([CH2:10][CH2:11][NH:12][C:13](=[O:14])[CH:15]([CH2:20][CH2:21][C:22]2[CH:27]=[CH:26][CH:25]=[CH:24][CH:23]=2)[CH2:16][C:17]([NH:38][O:37][CH2:30][C:31]2[CH:36]=[CH:35][CH:34]=[CH:33][CH:32]=2)=[O:18])=[CH:2]1. The yield is 0.830. (6) The reactants are [CH:1]12[CH:6]([C:7](OCC)=[O:8])[CH:5]1[CH2:4][N:3]([C:12]([O:14][C:15]([CH3:18])([CH3:17])[CH3:16])=[O:13])[CH2:2]2.[Li+].[OH-].CC[N:23](C(C)C)C(C)C.C(Cl)CCl.C1C=CC2N(O)N=NC=2C=1.[NH4+].[Cl-]. The catalyst is C1COCC1.CO.O.CN(C=O)C. The product is [C:7]([CH:6]1[CH:5]2[CH:1]1[CH2:2][N:3]([C:12]([O:14][C:15]([CH3:18])([CH3:17])[CH3:16])=[O:13])[CH2:4]2)(=[O:8])[NH2:23]. The yield is 0.310. (7) The reactants are Cl[C:2]1[CH:7]=[C:6]([Cl:8])[N:5]=[CH:4][N:3]=1.[Br:9][C:10]1[CH:11]=[C:12]([CH:14]=[CH:15][CH:16]=1)[NH2:13].C(N(CC)C(C)C)(C)C.C(OCC)C. The catalyst is C(O)C. The product is [Cl:8][C:6]1[N:5]=[CH:4][N:3]=[C:2]([NH:13][C:12]2[CH:14]=[CH:15][CH:16]=[C:10]([Br:9])[CH:11]=2)[CH:7]=1. The yield is 0.620. (8) The reactants are [CH3:1][O:2][C:3]([C@@H:5]([N:13]1[CH2:21][C:17]2[CH:18]=[CH:19][S:20][C:16]=2[CH2:15][CH2:14]1)[C:6]1[CH:7]=[CH:8][CH:9]=[CH:10][C:11]=1[Cl:12])=[O:4].[S:22](=[O:26])(=[O:25])([OH:24])[OH:23]. The catalyst is O1CCOCC1. The product is [CH3:1][O:2][C:3]([C@@H:5]([N:13]1[CH2:21][C:17]2[CH:18]=[CH:19][S:20][C:16]=2[CH2:15][CH2:14]1)[C:6]1[C:11]([Cl:12])=[CH:10][CH:9]=[CH:8][CH:7]=1)=[O:4].[OH:25][S:22]([OH:26])(=[O:24])=[O:23]. The yield is 0.480. (9) The reactants are [Br:1][C:2]1[C:3]([CH3:12])=[C:4]([CH:9]=[CH:10][CH:11]=1)[C:5](OC)=[O:6].[H-].[Al+3].[Li+].[H-].[H-].[H-].O.O.O.O.O.O.O.O.O.O.[O-]S([O-])(=O)=O.[Na+].[Na+]. The catalyst is O1CCCC1. The product is [Br:1][C:2]1[C:3]([CH3:12])=[C:4]([CH:9]=[CH:10][CH:11]=1)[CH2:5][OH:6]. The yield is 0.880.